Task: Predict the reactants needed to synthesize the given product.. Dataset: Full USPTO retrosynthesis dataset with 1.9M reactions from patents (1976-2016) (1) Given the product [CH:1]([C:3]1[CH:11]=[CH:10][C:6]([C:7]([O-:9])=[O:8])=[CH:5][CH:4]=1)=[CH2:2].[Ag+:12], predict the reactants needed to synthesize it. The reactants are: [CH:1]([C:3]1[CH:11]=[CH:10][C:6]([C:7]([OH:9])=[O:8])=[CH:5][CH:4]=1)=[CH2:2].[Ag:12]=O. (2) Given the product [F:29][C:16]1[CH:15]=[C:14]([N:10]2[CH2:9][CH:8]([CH2:7][OH:6])[O:12][C:11]2=[O:13])[CH:19]=[CH:18][C:17]=1[C:33]1[CH:38]=[N:37][C:36]([C:39]2([CH3:50])[O:43][C:42]3=[N:44][C:45]([N+:47]([O-:49])=[O:48])=[CH:46][N:41]3[CH2:40]2)=[CH:35][CH:34]=1, predict the reactants needed to synthesize it. The reactants are: C([SiH2][O:6][C:7](C)(C)[CH:8]1[O:12][C:11](=[O:13])[N:10]([C:14]2[CH:19]=[CH:18][C:17](B3OC(C)(C)C(C)(C)O3)=[C:16]([F:29])[CH:15]=2)[CH2:9]1)(C)(C)C.Br[C:33]1[CH:34]=[CH:35][C:36]([C:39]2([CH3:50])[O:43][C:42]3=[N:44][C:45]([N+:47]([O-:49])=[O:48])=[CH:46][N:41]3[CH2:40]2)=[N:37][CH:38]=1.CCCC[N+](CCCC)(CCCC)CCCC.[F-]. (3) Given the product [C:2]([C:6]1[CH:11]=[CH:10][C:9]([N:12]2[CH2:13][CH2:14][CH:15]([CH2:18][CH2:19][C:20]([N:61]3[CH2:60][CH2:59][CH:58]([NH:57][C:54]4[CH:55]=[CH:56][C:51]([N+:48]([O-:50])=[O:49])=[C:52]([C:64]([F:67])([F:65])[F:66])[CH:53]=4)[CH2:63][CH2:62]3)=[O:21])[CH2:16][CH2:17]2)=[CH:8][CH:7]=1)([CH3:5])([CH3:3])[CH3:4], predict the reactants needed to synthesize it. The reactants are: [Li+].[C:2]([C:6]1[CH:11]=[CH:10][C:9]([N:12]2[CH2:17][CH2:16][CH:15]([CH2:18][CH2:19][C:20]([O-])=[O:21])[CH2:14][CH2:13]2)=[CH:8][CH:7]=1)([CH3:5])([CH3:4])[CH3:3].F[P-](F)(F)(F)(F)F.CN(C)C(ON1C2C=CC=CC=2N=N1)=[N+](C)C.Cl.[N+:48]([C:51]1[CH:56]=[CH:55][C:54]([NH:57][CH:58]2[CH2:63][CH2:62][NH:61][CH2:60][CH2:59]2)=[CH:53][C:52]=1[C:64]([F:67])([F:66])[F:65])([O-:50])=[O:49].C(N(C(C)C)CC)(C)C.[O-2].[Al+3].[O-2].[O-2].[Al+3]. (4) The reactants are: [CH2:1]([N:8]([CH3:12])[C:9]([Cl:11])=[O:10])[C:2]1[CH:7]=[CH:6][CH:5]=[CH:4][CH:3]=1.[CH2:13](NCC)C1C=CC=CC=1.CC#N.O.CC#N. Given the product [CH2:1]([N:8]([CH2:12][CH3:13])[C:9]([Cl:11])=[O:10])[C:2]1[CH:7]=[CH:6][CH:5]=[CH:4][CH:3]=1, predict the reactants needed to synthesize it. (5) The reactants are: [F:1][C:2]1[CH:7]=[C:6]([C:8]([F:11])([F:10])[F:9])[CH:5]=[CH:4][C:3]=1[CH:12]1[CH2:17][C:16](=[O:18])[NH:15][C:14]([CH3:19])=[C:13]1[C:20]([OH:22])=O.[NH2:23][C:24]1[CH:25]=[C:26]2[C:30](=[C:31]([Cl:33])[CH:32]=1)[NH:29][N:28]=[CH:27]2.C(Cl)CCl.CCN(CC)CC. Given the product [Cl:33][C:31]1[CH:32]=[C:24]([NH:23][C:20]([C:13]2[CH:12]([C:3]3[CH:4]=[CH:5][C:6]([C:8]([F:11])([F:10])[F:9])=[CH:7][C:2]=3[F:1])[CH2:17][C:16](=[O:18])[NH:15][C:14]=2[CH3:19])=[O:22])[CH:25]=[C:26]2[C:30]=1[NH:29][N:28]=[CH:27]2, predict the reactants needed to synthesize it. (6) The reactants are: [CH2:1]([O:8][C:9]1[CH:14]=[CH:13][C:12]([C:15]2[N:24]([CH2:25][O:26][CH2:27][CH2:28][Si:29]([CH3:32])([CH3:31])[CH3:30])[C:18]3=[N:19][C:20](Cl)=[CH:21][CH:22]=[C:17]3[N:16]=2)=[CH:11][CH:10]=1)[C:2]1[CH:7]=[CH:6][CH:5]=[CH:4][CH:3]=1.[NH2:33][C:34]1[CH:35]=[N:36][N:37]([C:39]([O:41][C:42]([CH3:45])([CH3:44])[CH3:43])=[O:40])[CH:38]=1.C([O-])([O-])=O.[K+].[K+]. Given the product [CH2:1]([O:8][C:9]1[CH:14]=[CH:13][C:12]([C:15]2[N:24]([CH2:25][O:26][CH2:27][CH2:28][Si:29]([CH3:32])([CH3:31])[CH3:30])[C:18]3=[N:19][C:20]([NH:33][C:34]4[CH:35]=[N:36][N:37]([C:39]([O:41][C:42]([CH3:45])([CH3:44])[CH3:43])=[O:40])[CH:38]=4)=[CH:21][CH:22]=[C:17]3[N:16]=2)=[CH:11][CH:10]=1)[C:2]1[CH:7]=[CH:6][CH:5]=[CH:4][CH:3]=1, predict the reactants needed to synthesize it. (7) Given the product [Cl:19][C:15]1[CH:14]=[C:13]([CH:18]=[CH:17][CH:16]=1)[CH2:12][N:2]1[CH2:3][C:4]2[C:9](=[CH:8][CH:7]=[CH:6][CH:5]=2)[C:1]1=[O:10], predict the reactants needed to synthesize it. The reactants are: [C:1]1(=[O:10])[C:9]2[C:4](=[CH:5][CH:6]=[CH:7][CH:8]=2)[CH2:3][NH:2]1.Br[CH2:12][C:13]1[CH:18]=[CH:17][CH:16]=[C:15]([Cl:19])[CH:14]=1.C([O-])([O-])=O.[Cs+].[Cs+].C1OCCOCCOCCOCCOCCOC1. (8) Given the product [C:25]([O:24][C:22]([N:19]1[CH2:20][CH2:21][CH:16]([N:11]2[CH2:12][CH2:13][CH2:14][C@@H:9]([C:7]([N:1]3[CH2:6][CH2:5][O:4][CH2:3][CH2:2]3)=[O:8])[CH2:10]2)[CH2:17][CH2:18]1)=[O:23])([CH3:28])([CH3:26])[CH3:27], predict the reactants needed to synthesize it. The reactants are: [N:1]1([C:7]([C@@H:9]2[CH2:14][CH2:13][CH2:12][NH:11][CH2:10]2)=[O:8])[CH2:6][CH2:5][O:4][CH2:3][CH2:2]1.O=[C:16]1[CH2:21][CH2:20][N:19]([C:22]([O:24][C:25]([CH3:28])([CH3:27])[CH3:26])=[O:23])[CH2:18][CH2:17]1.